Dataset: Forward reaction prediction with 1.9M reactions from USPTO patents (1976-2016). Task: Predict the product of the given reaction. (1) The product is: [F:42][C:43]1[CH:44]=[C:45]([CH:61]=[CH:62][CH:63]=1)[CH2:46][N:47]1[CH:51]=[C:50]([C:2]2[C:10]3[C:5](=[N:6][CH:7]=[C:8]([C:11]4[CH:12]=[C:13]([O:30][CH3:31])[C:14]([N:17]5[CH2:22][CH2:21][N:20]([C:23]([O:25][C:26]([CH3:29])([CH3:28])[CH3:27])=[O:24])[CH2:19][CH2:18]5)=[N:15][CH:16]=4)[CH:9]=3)[N:4]([S:32]([C:35]3[CH:41]=[CH:40][C:38]([CH3:39])=[CH:37][CH:36]=3)(=[O:34])=[O:33])[CH:3]=2)[CH:49]=[N:48]1. Given the reactants I[C:2]1[C:10]2[C:5](=[N:6][CH:7]=[C:8]([C:11]3[CH:12]=[C:13]([O:30][CH3:31])[C:14]([N:17]4[CH2:22][CH2:21][N:20]([C:23]([O:25][C:26]([CH3:29])([CH3:28])[CH3:27])=[O:24])[CH2:19][CH2:18]4)=[N:15][CH:16]=3)[CH:9]=2)[N:4]([S:32]([C:35]2[CH:41]=[CH:40][C:38]([CH3:39])=[CH:37][CH:36]=2)(=[O:34])=[O:33])[CH:3]=1.[F:42][C:43]1[CH:44]=[C:45]([CH:61]=[CH:62][CH:63]=1)[CH2:46][N:47]1[CH:51]=[C:50](B2OC(C)(C)C(C)(C)O2)[CH:49]=[N:48]1.C(=O)([O-])[O-].[Na+].[Na+], predict the reaction product. (2) Given the reactants [NH:1]([CH2:8][CH2:9][C:10]([NH:12][NH:13][C:14]([C:16]1[NH:17][C:18]2[C:23]([CH:24]=1)=[CH:22][C:21]([Cl:25])=[CH:20][CH:19]=2)=[O:15])=[O:11])[C:2]1[CH:7]=[CH:6][CH:5]=[CH:4][CH:3]=1.C(N(CC)CC)C.Cl[C:34](Cl)([O:36]C(=O)OC(Cl)(Cl)Cl)Cl.O, predict the reaction product. The product is: [O:36]=[C:34]1[N:12]([NH:13][C:14]([C:16]2[NH:17][C:18]3[C:23]([CH:24]=2)=[CH:22][C:21]([Cl:25])=[CH:20][CH:19]=3)=[O:15])[C:10](=[O:11])[CH2:9][CH2:8][N:1]1[C:2]1[CH:3]=[CH:4][CH:5]=[CH:6][CH:7]=1. (3) The product is: [F:47][C:48]1[CH:49]=[C:50]([CH2:55][C:56]([NH:58][C@@H:59]([CH2:83][OH:84])[C:60]([NH:62][C@@H:63]2[C:69](=[O:70])[NH:68][C:67]3[CH:71]=[CH:72][CH:73]=[CH:74][C:66]=3[S:65][C@@H:64]2[C:75]2[CH:80]=[C:79]([F:81])[CH:78]=[CH:77][C:76]=2[F:82])=[O:61])=[O:57])[CH:51]=[C:52]([F:54])[CH:53]=1. Given the reactants FC1C=C(CC(N[C@H](C(O)=O)CO)=O)C=C(F)C=1.N[C@H]1C(=O)NC2C=CC=CC=2S[C@H]1C1C=C(F)C=CC=1F.CN1CCOCC1.[F:47][C:48]1[CH:49]=[C:50]([CH2:55][C:56]([NH:58][C@@H:59]([CH2:83][OH:84])[C:60]([NH:62][C@H:63]2[C:69](=[O:70])[NH:68][C:67]3[CH:71]=[CH:72][CH:73]=[CH:74][C:66]=3[S:65][C@H:64]2[C:75]2[CH:80]=[C:79]([F:81])[CH:78]=[CH:77][C:76]=2[F:82])=[O:61])=[O:57])[CH:51]=[C:52]([F:54])[CH:53]=1, predict the reaction product. (4) Given the reactants Cl[C:2](Cl)([O:4]C(=O)OC(Cl)(Cl)Cl)Cl.[F:13][C:14]([F:22])([F:21])[CH:15]([OH:20])[C:16]([F:19])([F:18])[F:17].C(N(CC)C(C)C)(C)C.[N:32]1([C:38]([O:40][C:41]([CH3:44])([CH3:43])[CH3:42])=[O:39])[CH2:37][CH2:36][NH:35][CH2:34][CH2:33]1, predict the reaction product. The product is: [N:32]1([C:38]([O:40][C:41]([CH3:44])([CH3:43])[CH3:42])=[O:39])[CH2:37][CH2:36][N:35]([C:2]([O:20][CH:15]([C:16]([F:19])([F:18])[F:17])[C:14]([F:22])([F:21])[F:13])=[O:4])[CH2:34][CH2:33]1. (5) Given the reactants C(=O)([O-])[O-].[K+].[K+].[CH3:7][C:8]1[CH:9]=[CH:10][C:11]([S:14]([NH2:17])(=[O:16])=[O:15])=[CH:12][CH:13]=1.Br[CH2:19][CH2:20][CH2:21][CH2:22][CH2:23][CH2:24][CH2:25][CH2:26][CH2:27][CH2:28][CH2:29][CH2:30][CH2:31][CH3:32], predict the reaction product. The product is: [CH2:19]([N:17]([CH2:32][CH2:31][CH2:30][CH2:29][CH2:28][CH2:27][CH2:26][CH2:25][CH2:24][CH2:23][CH2:22][CH2:21][CH2:20][CH3:19])[S:14]([C:11]1[CH:10]=[CH:9][C:8]([CH3:7])=[CH:13][CH:12]=1)(=[O:16])=[O:15])[CH2:20][CH2:21][CH2:22][CH2:23][CH2:24][CH2:25][CH2:26][CH2:27][CH2:28][CH2:29][CH2:30][CH2:31][CH3:32]. (6) Given the reactants [Br:1][C:2]1[CH:3]=[N:4][C:5]2[N:6]([N:8]=[C:9]([C:11]([OH:13])=O)[CH:10]=2)[CH:7]=1.[CH3:14][N:15]1[C:24]2[C:19](=[CH:20][C:21]([CH3:25])=[CH:22][CH:23]=2)[CH2:18][CH2:17][NH:16]1, predict the reaction product. The product is: [Br:1][C:2]1[CH:3]=[N:4][C:5]2[N:6]([N:8]=[C:9]([C:11]([N:16]3[CH2:17][CH2:18][C:19]4[C:24](=[CH:23][CH:22]=[C:21]([CH3:25])[CH:20]=4)[N:15]3[CH3:14])=[O:13])[CH:10]=2)[CH:7]=1.